This data is from Catalyst prediction with 721,799 reactions and 888 catalyst types from USPTO. The task is: Predict which catalyst facilitates the given reaction. (1) Reactant: Br[C:2]1[CH:3]=[C:4]([CH2:7][O:8][Si:9]([C:12]([CH3:15])([CH3:14])[CH3:13])([CH3:11])[CH3:10])[S:5][CH:6]=1.[Cu](C#N)[C:17]#[N:18].N. Product: [Si:9]([O:8][CH2:7][C:4]1[S:5][CH:6]=[C:2]([C:17]#[N:18])[CH:3]=1)([C:12]([CH3:15])([CH3:14])[CH3:13])([CH3:11])[CH3:10]. The catalyst class is: 869. (2) Reactant: O/[C:2](/[C:9]([O:11][CH3:12])=[O:10])=[C:3](/O)\[C:4]([O:6][CH3:7])=[O:5].[NH2:13][C:14]1[CH:19]=[CH:18][CH:17]=[CH:16][CH:15]=1.Cl. Product: [C:14]1([NH:13]/[C:3](=[C:2](/[NH:13][C:14]2[CH:19]=[CH:18][CH:17]=[CH:16][CH:15]=2)\[C:9]([O:11][CH3:12])=[O:10])/[C:4]([O:6][CH3:7])=[O:5])[CH:19]=[CH:18][CH:17]=[CH:16][CH:15]=1. The catalyst class is: 5. (3) Reactant: C[O:2][C:3](=O)[C:4]1[CH:9]=[C:8]([CH3:10])[C:7]([F:11])=[CH:6][C:5]=1[F:12].[H-].[Al+3].[Li+].[H-].[H-].[H-]. Product: [F:12][C:5]1[CH:6]=[C:7]([F:11])[C:8]([CH3:10])=[CH:9][C:4]=1[CH2:3][OH:2]. The catalyst class is: 7. (4) Reactant: Cl[C:2]([O:4][C:5]1[CH:10]=[CH:9][CH:8]=[CH:7][CH:6]=1)=[O:3].[NH2:11][C:12]1[C:21]2[C:16](=[CH:17][CH:18]=[CH:19][CH:20]=2)[C:15]([O:22][C:23]2[CH:28]=[CH:27][N:26]=[C:25]([NH:29][C:30]3[CH:35]=[C:34]([O:36][CH2:37][CH2:38][O:39][CH2:40][CH2:41][O:42][CH2:43][CH2:44][O:45][CH3:46])[CH:33]=[C:32]([O:47][CH3:48])[CH:31]=3)[CH:24]=2)=[CH:14][CH:13]=1.C([O-])(O)=O.[Na+]. Product: [C:5]1([O:4][C:2](=[O:3])[NH:11][C:12]2[C:21]3[C:16](=[CH:17][CH:18]=[CH:19][CH:20]=3)[C:15]([O:22][C:23]3[CH:28]=[CH:27][N:26]=[C:25]([NH:29][C:30]4[CH:35]=[C:34]([O:36][CH2:37][CH2:38][O:39][CH2:40][CH2:41][O:42][CH2:43][CH2:44][O:45][CH3:46])[CH:33]=[C:32]([O:47][CH3:48])[CH:31]=4)[CH:24]=3)=[CH:14][CH:13]=2)[CH:10]=[CH:9][CH:8]=[CH:7][CH:6]=1. The catalyst class is: 677. (5) Reactant: C(O[C:6]([NH:8][C@H:9]([CH2:21][OH:22])[CH2:10][C:11]([O:13][CH2:14][C:15]1[CH:20]=[CH:19][CH:18]=[CH:17][CH:16]=1)=[O:12])=[O:7])(C)(C)C.N1C=CC=CC=1.C1(C)C=CC(S(OS(C2C=CC(C)=CC=2)(=O)=O)(=O)=O)=CC=1. Product: [O:7]=[C:6]1[NH:8][C@@H:9]([CH2:10][C:11]([O:13][CH2:14][C:15]2[CH:16]=[CH:17][CH:18]=[CH:19][CH:20]=2)=[O:12])[CH2:21][O:22]1. The catalyst class is: 279. (6) Reactant: Cl.Cl.[CH:3]1[C:15]2[CH:14]([CH2:16][O:17][C:18]([N:20]3[CH2:25][CH2:24][N:23]([CH2:26][CH2:27][C:28](OCC)=N)[CH2:22][CH2:21]3)=[O:19])[C:13]3[C:8](=[CH:9][CH:10]=[CH:11][CH:12]=3)[C:7]=2[CH:6]=[CH:5][CH:4]=1.[F:33][C:34]1[CH:39]=[CH:38][C:37]([NH2:40])=[C:36]([NH2:41])[CH:35]=1.C(Cl)(Cl)Cl.C(=O)([O-])[O-].[K+].[K+]. Product: [CH:3]1[C:15]2[CH:14]([CH2:16][O:17][C:18]([N:20]3[CH2:25][CH2:24][N:23]([CH2:26][CH2:27][C:28]4[NH:40][C:37]5[CH:38]=[CH:39][C:34]([F:33])=[CH:35][C:36]=5[N:41]=4)[CH2:22][CH2:21]3)=[O:19])[C:13]3[C:8](=[CH:9][CH:10]=[CH:11][CH:12]=3)[C:7]=2[CH:6]=[CH:5][CH:4]=1. The catalyst class is: 4. (7) Reactant: [CH:1]1([C:4]([N:6]2[C:15]3[C:10](=[C:11]([OH:21])[C:12]([N:16]4[N:20]=[CH:19][CH:18]=[N:17]4)=[CH:13][CH:14]=3)[CH2:9][CH2:8][C@@H:7]2[CH3:22])=[O:5])[CH2:3][CH2:2]1.[C:23]1(B(O)O)[CH:28]=[CH:27][CH:26]=[CH:25][CH:24]=1.N1C=CC=CC=1.C(N(CC)CC)C. Product: [CH:1]1([C:4]([N:6]2[C:15]3[C:10](=[C:11]([O:21][C:23]4[CH:28]=[CH:27][CH:26]=[CH:25][CH:24]=4)[C:12]([N:16]4[N:17]=[CH:18][CH:19]=[N:20]4)=[CH:13][CH:14]=3)[CH2:9][CH2:8][C@@H:7]2[CH3:22])=[O:5])[CH2:2][CH2:3]1. The catalyst class is: 732. (8) Reactant: [C:1]1([C:7]2([CH2:10][C:11]([OH:13])=O)[CH2:9][CH2:8]2)[CH:6]=[CH:5][CH:4]=[CH:3][CH:2]=1.C(Cl)(=O)C(Cl)=O.CN(C=O)C.[NH2:25][N:26]1[N:35]=[C:34]([C:36]([F:39])([F:38])[F:37])[C:33]2[C:28](=[CH:29][CH:30]=[CH:31][CH:32]=2)[C:27]1=[O:40]. Product: [O:40]=[C:27]1[C:28]2[C:33](=[CH:32][CH:31]=[CH:30][CH:29]=2)[C:34]([C:36]([F:37])([F:39])[F:38])=[N:35][N:26]1[NH:25][C:11](=[O:13])[CH2:10][C:7]1([C:1]2[CH:2]=[CH:3][CH:4]=[CH:5][CH:6]=2)[CH2:8][CH2:9]1. The catalyst class is: 4. (9) Reactant: [Cl:1][C:2]1[N:7]=[C:6](Cl)[C:5]([O:9][CH3:10])=[CH:4][N:3]=1.[CH3:11]N1CCCC1=O.C[Mg]Br. Product: [Cl:1][C:2]1[N:7]=[C:6]([CH3:11])[C:5]([O:9][CH3:10])=[CH:4][N:3]=1. The catalyst class is: 217. (10) Reactant: Br[C:2]1[C:10]2[C:5](=[CH:6][C:7]([F:11])=[CH:8][CH:9]=2)[N:4]([C:12]([O:14][C:15]([CH3:18])([CH3:17])[CH3:16])=[O:13])[CH:3]=1.[CH3:19][C:20]1([CH3:36])[C:24]([CH3:26])([CH3:25])[O:23][B:22]([B:22]2[O:23][C:24]([CH3:26])([CH3:25])[C:20]([CH3:36])([CH3:19])[O:21]2)[O:21]1.CC([O-])=O.[K+]. Product: [F:11][C:7]1[CH:6]=[C:5]2[C:10]([C:2]([B:22]3[O:23][C:24]([CH3:26])([CH3:25])[C:20]([CH3:36])([CH3:19])[O:21]3)=[CH:3][N:4]2[C:12]([O:14][C:15]([CH3:18])([CH3:17])[CH3:16])=[O:13])=[CH:9][CH:8]=1. The catalyst class is: 75.